This data is from Catalyst prediction with 721,799 reactions and 888 catalyst types from USPTO. The task is: Predict which catalyst facilitates the given reaction. (1) Reactant: C([O:3][C:4](=[O:24])[CH2:5][CH:6]1[O:10][B:9]([OH:11])[C:8]2[CH:12]=[C:13]([O:17][C:18]3[S:19][C:20]([NH2:23])=[N:21][N:22]=3)[CH:14]=[C:15]([CH3:16])[C:7]1=2)C.[Li+].[OH-].Cl. Product: [NH2:23][C:20]1[S:19][C:18]([O:17][C:13]2[CH:14]=[C:15]([CH3:16])[C:7]3[CH:6]([CH2:5][C:4]([OH:24])=[O:3])[O:10][B:9]([OH:11])[C:8]=3[CH:12]=2)=[N:22][N:21]=1. The catalyst class is: 87. (2) Reactant: [NH2:1][CH2:2][CH2:3][CH2:4][CH2:5][CH2:6][CH2:7][N:8]1[CH2:13][CH2:12][CH:11]([C:14]2[CH:15]=[C:16]([NH:20][C:21](=[O:25])[CH:22]([CH3:24])[CH3:23])[CH:17]=[CH:18][CH:19]=2)[CH2:10][CH2:9]1.[N+:26]([C:29]1[CH:34]=[CH:33][C:32]([N:35]2[C:39]([C:40]([F:43])([F:42])[F:41])=[C:38]([C:44](Cl)=[O:45])[CH:37]=[N:36]2)=[CH:31][CH:30]=1)([O-:28])=[O:27]. Product: [C:21]([NH:20][C:16]1[CH:15]=[C:14]([CH:11]2[CH2:12][CH2:13][N:8]([CH2:7][CH2:6][CH2:5][CH2:4][CH2:3][CH2:2][NH:1][C:44]([C:38]3[CH:37]=[N:36][N:35]([C:32]4[CH:33]=[CH:34][C:29]([N+:26]([O-:28])=[O:27])=[CH:30][CH:31]=4)[C:39]=3[C:40]([F:41])([F:42])[F:43])=[O:45])[CH2:9][CH2:10]2)[CH:19]=[CH:18][CH:17]=1)(=[O:25])[CH:22]([CH3:23])[CH3:24]. The catalyst class is: 1. (3) Reactant: Cl[C:2](Cl)([O:4]C(=O)OC(Cl)(Cl)Cl)Cl.[C:13]([OH:22])(=[O:21])[C:14]1[C:15](=[CH:17][CH:18]=[CH:19][CH:20]=1)[NH2:16]. Product: [C:14]12[C:15](=[CH:17][CH:18]=[CH:19][CH:20]=1)[NH:16][C:2](=[O:4])[O:22][C:13]2=[O:21]. The catalyst class is: 1. (4) Reactant: [CH3:1][O:2][C:3](=[O:17])[C:4]1[CH:9]=[C:8]([C:10]#[CH:11])[C:7]([C:12]([F:15])([F:14])[F:13])=[CH:6][C:5]=1[NH2:16].[N:18]1[CH:23]=[CH:22]N=N[N:19]=1. Product: [CH3:1][O:2][C:3](=[O:17])[C:4]1[CH:9]=[C:8]([C:10]2[CH:22]=[CH:23][N:18]=[N:19][CH:11]=2)[C:7]([C:12]([F:13])([F:15])[F:14])=[CH:6][C:5]=1[NH2:16]. The catalyst class is: 26. (5) Reactant: Cl[CH2:2][O:3][C:4](=[O:31])[N:5]([C:28](=[O:30])[CH3:29])[CH2:6][C@@H:7]1[O:11][C:10](=[O:12])[N:9]([C:13]2[CH:18]=[CH:17][C:16]([CH:19]3[CH2:24][CH2:23][S:22](=[O:26])(=[O:25])[CH2:21][CH2:20]3)=[C:15]([F:27])[CH:14]=2)[CH2:8]1.[I-].[Na+].[Cs].[C:35]([N:42]1[CH2:50][CH2:49][CH:45]([C:46]([OH:48])=[O:47])[CH2:44][CH2:43]1)([O:37][C:38]([CH3:41])([CH3:40])[CH3:39])=[O:36]. Product: [C:38]([O:37][C:35]([N:42]1[CH2:50][CH2:49][CH:45]([C:46]([O:48][CH2:2][O:3][C:4](=[O:31])[N:5]([C:28](=[O:30])[CH3:29])[CH2:6][C@@H:7]2[O:11][C:10](=[O:12])[N:9]([C:13]3[CH:18]=[CH:17][C:16]([CH:19]4[CH2:24][CH2:23][S:22](=[O:26])(=[O:25])[CH2:21][CH2:20]4)=[C:15]([F:27])[CH:14]=3)[CH2:8]2)=[O:47])[CH2:44][CH2:43]1)=[O:36])([CH3:41])([CH3:39])[CH3:40]. The catalyst class is: 10.